Dataset: Catalyst prediction with 721,799 reactions and 888 catalyst types from USPTO. Task: Predict which catalyst facilitates the given reaction. (1) Reactant: [Br:1][C:2]1[C:7]2[N:8]=[C:9]([C:11]3[C:12](=[O:28])[NH:13][CH:14]=[CH:15][C:16]=3[NH:17][CH2:18][C@H:19]([C:21]3[CH:26]=[CH:25][CH:24]=[C:23]([Cl:27])[CH:22]=3)[OH:20])[NH:10][C:6]=2[CH:5]=[C:4]([C:29]#N)[CH:3]=1.CC(C[AlH]CC(C)C)C.CC[O:42]C(C)=O.O. Product: [Br:1][C:2]1[C:7]2[N:8]=[C:9]([C:11]3[C:12](=[O:28])[NH:13][CH:14]=[CH:15][C:16]=3[NH:17][CH2:18][C@H:19]([C:21]3[CH:26]=[CH:25][CH:24]=[C:23]([Cl:27])[CH:22]=3)[OH:20])[NH:10][C:6]=2[CH:5]=[C:4]([CH:29]=[O:42])[CH:3]=1. The catalyst class is: 1. (2) Reactant: [CH3:1][O:2][C:3](=[O:42])[CH2:4][C@H:5]1[C:9]2[CH:10]=[CH:11][C:12]([O:14][C@H:15]3[C:23]4[C:18](=[C:19]([O:25][C:26]5[CH:31]=[CH:30][C:29]([O:32]CC6C=CC=CC=6)=[CH:28][C:27]=5[C:40]#[N:41])[CH:20]=[CH:21][C:22]=4[F:24])[CH2:17][CH2:16]3)=[CH:13][C:8]=2[O:7][CH2:6]1. Product: [CH3:1][O:2][C:3](=[O:42])[CH2:4][C@H:5]1[C:9]2[CH:10]=[CH:11][C:12]([O:14][C@H:15]3[C:23]4[C:18](=[C:19]([O:25][C:26]5[CH:31]=[CH:30][C:29]([OH:32])=[CH:28][C:27]=5[C:40]#[N:41])[CH:20]=[CH:21][C:22]=4[F:24])[CH2:17][CH2:16]3)=[CH:13][C:8]=2[O:7][CH2:6]1. The catalyst class is: 43. (3) Reactant: C[Si](C)(C)CCOC[N:7](COCC[Si](C)(C)C)[C:8]1[N:13]2[N:14]=[CH:15][C:16]([C:17]3[CH:18]=[N:19][C:20]([C:23]4[CH:28]=[CH:27][CH:26]=[CH:25][CH:24]=4)=[CH:21][CH:22]=3)=[C:12]2[N:11]=[C:10]([CH:29]2[CH2:35][CH:34]3[N:36]([C:37]([O:39][C:40]([CH3:43])([CH3:42])[CH3:41])=[O:38])[CH:31]([CH2:32][CH2:33]3)[CH2:30]2)[C:9]=1SC.O[O:57][S:58]([O-:60])=O.[K+].[C:62]([O-])(O)=O.[Na+]. Product: [NH2:7][C:8]1[N:13]2[N:14]=[CH:15][C:16]([C:17]3[CH:18]=[N:19][C:20]([C:23]4[CH:24]=[CH:25][CH:26]=[CH:27][CH:28]=4)=[CH:21][CH:22]=3)=[C:12]2[N:11]=[C:10]([CH:29]2[CH2:30][CH:31]3[N:36]([C:37]([O:39][C:40]([CH3:43])([CH3:42])[CH3:41])=[O:38])[CH:34]([CH2:33][CH2:32]3)[CH2:35]2)[C:9]=1[S:58]([CH3:62])(=[O:60])=[O:57]. The catalyst class is: 24. (4) Reactant: Cl[CH2:2][C:3]1[N:4]=[C:5]2[C:10]([C:11]([F:14])([F:13])[F:12])=[CH:9][C:8]([C:15]3[CH:19]=[CH:18][O:17][CH:16]=3)=[CH:7][N:6]2[CH:20]=1.[C-:21]#[N:22].[K+].O. Product: [O:17]1[CH:18]=[CH:19][C:15]([C:8]2[CH:9]=[C:10]([C:11]([F:14])([F:13])[F:12])[C:5]3[N:6]([CH:20]=[C:3]([CH2:2][C:21]#[N:22])[N:4]=3)[CH:7]=2)=[CH:16]1. The catalyst class is: 31. (5) Reactant: [CH2:1]([O:8][C:9]([O:11]N1C(=O)CCC1=O)=O)[C:2]1[CH:7]=[CH:6][CH:5]=[CH:4][CH:3]=1.[CH3:19][NH:20][CH2:21][C:22]1[C:30]2[C:25](=[CH:26][CH:27]=[CH:28][CH:29]=2)[NH:24][CH:23]=1.C(N(CC)CC)C. Product: [CH2:1]([O:8][C:9]([N:20]([CH2:21][C:22]1[C:30]2[C:25](=[CH:26][CH:27]=[CH:28][CH:29]=2)[NH:24][CH:23]=1)[CH3:19])=[O:11])[C:2]1[CH:3]=[CH:4][CH:5]=[CH:6][CH:7]=1. The catalyst class is: 3. (6) Reactant: [Cl:1][C:2]1[C:7]([Cl:8])=[CH:6][CH:5]=[CH:4][C:3]=1[NH:9][C:10](=[O:32])[NH:11][C:12]1[N:16]([C:17]2[CH:22]=[CH:21][C:20]([CH2:23][C:24]([OH:26])=[O:25])=[CH:19][CH:18]=2)[N:15]=[C:14]([C:27]2[CH:31]=[CH:30][S:29][CH:28]=2)[CH:13]=1.[CH2:33]1CN([P+](ON2N=NC3C=CC=CC2=3)(N2CCCC2)N2CCCC2)CC1.F[P-](F)(F)(F)(F)F.CO.O. Product: [Cl:1][C:2]1[C:7]([Cl:8])=[CH:6][CH:5]=[CH:4][C:3]=1[NH:9][C:10](=[O:32])[NH:11][C:12]1[N:16]([C:17]2[CH:18]=[CH:19][C:20]([CH2:23][C:24]([O:26][CH3:33])=[O:25])=[CH:21][CH:22]=2)[N:15]=[C:14]([C:27]2[CH:31]=[CH:30][S:29][CH:28]=2)[CH:13]=1. The catalyst class is: 85. (7) Reactant: [NH2:1][C:2]1[CH:11]=[C:10]([C:12]2[CH:17]=[CH:16][CH:15]=[C:14]([Cl:18])[CH:13]=2)[C:9]2[C:4](=[CH:5][CH:6]=[C:7]([C:19]([C:27]3[CH:32]=[CH:31][C:30]([Cl:33])=[CH:29][CH:28]=3)([C:21]3[N:25]([CH3:26])[CH:24]=[N:23][CH:22]=3)[OH:20])[CH:8]=2)[N:3]=1.[O:34]1[CH:38]=[CH:37][CH:36]=[C:35]1[C:39](Cl)=[O:40]. Product: [Cl:18][C:14]1[CH:13]=[C:12]([C:10]2[C:9]3[C:4](=[CH:5][CH:6]=[C:7]([C:19]([C:27]4[CH:28]=[CH:29][C:30]([Cl:33])=[CH:31][CH:32]=4)([OH:20])[C:21]4[N:25]([CH3:26])[CH:24]=[N:23][CH:22]=4)[CH:8]=3)[N:3]=[C:2]([NH:1][C:39]([C:35]3[O:34][CH:38]=[CH:37][CH:36]=3)=[O:40])[CH:11]=2)[CH:17]=[CH:16][CH:15]=1. The catalyst class is: 1.